Task: Predict the product of the given reaction.. Dataset: Forward reaction prediction with 1.9M reactions from USPTO patents (1976-2016) (1) The product is: [NH2:21][CH2:20][C:18]1[S:19][C:15]([C:12]2[CH:13]=[CH:14][C:9]([C@@H:7]([OH:8])[C@H:6]([NH:5][C:3](=[O:4])[CH:2]([Cl:1])[Cl:31])[CH2:29][F:30])=[CH:10][CH:11]=2)=[N:16][N:17]=1. Given the reactants [Cl:1][CH:2]([Cl:31])[C:3]([NH:5][C@H:6]([CH2:29][F:30])[C@@H:7]([C:9]1[CH:14]=[CH:13][C:12]([C:15]2[S:19][C:18]([CH2:20][NH:21]C(=O)OC(C)(C)C)=[N:17][N:16]=2)=[CH:11][CH:10]=1)[OH:8])=[O:4].FC(F)(F)C(O)=O, predict the reaction product. (2) The product is: [Cl:47][C:48]1[CH:53]=[CH:52][C:51]([O:27][CH:25]([C:9]2[C:10]([CH3:24])=[N:11][C:12]3[C:17]([C:8]=2[C:5]2[CH:4]=[CH:3][C:2]([F:1])=[CH:7][CH:6]=2)=[CH:16][C:15]([N:18]2[CH2:19][CH2:20][CH2:21][CH2:22][CH2:23]2)=[CH:14][CH:13]=3)[CH3:26])=[CH:50][CH:49]=1. Given the reactants [F:1][C:2]1[CH:7]=[CH:6][C:5]([C:8]2[C:17]3[C:12](=[CH:13][CH:14]=[C:15]([N:18]4[CH2:23][CH2:22][CH2:21][CH2:20][CH2:19]4)[CH:16]=3)[N:11]=[C:10]([CH3:24])[C:9]=2[CH:25]([OH:27])[CH3:26])=[CH:4][CH:3]=1.C1(P(C2C=CC=CC=2)C2C=CC=CC=2)C=CC=CC=1.[Cl:47][C:48]1[CH:53]=[CH:52][C:51](O)=[CH:50][CH:49]=1.N(C(OC(C)C)=O)=NC(OC(C)C)=O, predict the reaction product. (3) Given the reactants I[C:2]1[C:7]([N+:8]([O-:10])=[O:9])=[CH:6][N:5]=[C:4]2[O:11][CH2:12][CH2:13][C:3]=12.[Si:14]([O:21][C@@H:22]1[C@@H:27]([CH3:28])[CH2:26][NH:25][CH2:24][C@H:23]1[NH:29][C:30](=[O:36])[O:31][C:32]([CH3:35])([CH3:34])[CH3:33])([C:17]([CH3:20])([CH3:19])[CH3:18])([CH3:16])[CH3:15].CCN(C(C)C)C(C)C, predict the reaction product. The product is: [Si:14]([O:21][C@@H:22]1[C@@H:27]([CH3:28])[CH2:26][N:25]([C:2]2[C:7]([N+:8]([O-:10])=[O:9])=[CH:6][N:5]=[C:4]3[O:11][CH2:12][CH2:13][C:3]=23)[CH2:24][C@H:23]1[NH:29][C:30](=[O:36])[O:31][C:32]([CH3:35])([CH3:34])[CH3:33])([C:17]([CH3:20])([CH3:18])[CH3:19])([CH3:16])[CH3:15]. (4) The product is: [C:1]([N:4]1[C:12]2[C:7](=[CH:8][C:9]([C:13](=[O:15])[CH3:14])=[CH:10][CH:11]=2)[C:6](=[C:22]([C:21]2[CH:25]=[CH:26][C:18]([Cl:17])=[CH:19][CH:20]=2)[OH:23])[C:5]1=[O:16])(=[O:3])[CH3:2]. Given the reactants [C:1]([N:4]1[C:12]2[C:7](=[CH:8][C:9]([C:13](=[O:15])[CH3:14])=[CH:10][CH:11]=2)[CH2:6][C:5]1=[O:16])(=[O:3])[CH3:2].[Cl:17][C:18]1[CH:26]=[CH:25][C:21]([C:22](O)=[O:23])=[CH:20][CH:19]=1, predict the reaction product. (5) Given the reactants [Br:1][C:2]1[C:3]([N:12]2[CH2:17][CH2:16][N:15]([CH2:18][C:19]3[CH:20]=[N:21][CH:22]=[CH:23][CH:24]=3)[CH2:14][CH2:13]2)=[C:4]([N+:9]([O-])=O)[C:5]([NH2:8])=[N:6][CH:7]=1.[CH3:25][N:26]([CH3:35])[C:27]1[CH:34]=[CH:33][C:30]([CH:31]=O)=[CH:29][CH:28]=1.[O-]S(S([O-])=O)=O.[Na+].[Na+], predict the reaction product. The product is: [Br:1][C:2]1[C:3]([N:12]2[CH2:17][CH2:16][N:15]([CH2:18][C:19]3[CH:20]=[N:21][CH:22]=[CH:23][CH:24]=3)[CH2:14][CH2:13]2)=[C:4]2[N:9]=[C:31]([C:30]3[CH:33]=[CH:34][C:27]([N:26]([CH3:35])[CH3:25])=[CH:28][CH:29]=3)[NH:8][C:5]2=[N:6][CH:7]=1. (6) Given the reactants [CH3:1][N:2]([CH3:15])[C:3]1[CH:11]=[CH:10][C:9]([N+:12]([O-])=O)=[CH:8][C:4]=1[C:5]([OH:7])=[O:6], predict the reaction product. The product is: [NH2:12][C:9]1[CH:10]=[CH:11][C:3]([N:2]([CH3:15])[CH3:1])=[C:4]([CH:8]=1)[C:5]([OH:7])=[O:6].